This data is from Full USPTO retrosynthesis dataset with 1.9M reactions from patents (1976-2016). The task is: Predict the reactants needed to synthesize the given product. (1) Given the product [C:1]([O:4][C@@H:5]1[C@@H:18]([O:19][C:20](=[O:22])[CH3:21])[C@H:17]([O:23][C:24](=[O:26])[CH3:25])[CH2:16][S:15][C@H:6]1[O:7][C:8]1[CH:9]=[N:10][C:11]([C:32]2[CH:31]=[N:30][C:29]([O:28][CH3:27])=[N:34][CH:33]=2)=[CH:12][CH:13]=1)(=[O:3])[CH3:2], predict the reactants needed to synthesize it. The reactants are: [C:1]([O:4][C@@H:5]1[C@@H:18]([O:19][C:20](=[O:22])[CH3:21])[C@H:17]([O:23][C:24](=[O:26])[CH3:25])[CH2:16][S:15][C@H:6]1[O:7][C:8]1[CH:9]=[N:10][C:11](Br)=[CH:12][CH:13]=1)(=[O:3])[CH3:2].[CH3:27][O:28][C:29]1[N:34]=[CH:33][C:32](B(O)O)=[CH:31][N:30]=1. (2) Given the product [ClH:29].[CH3:22][C:18]1[CH:17]=[C:16]([C:13]2[CH:12]=[CH:11][C:10]([CH2:9][C@H:8]([NH2:7])[C:23]3[NH:27][N:26]=[N:25][N:24]=3)=[CH:15][CH:14]=2)[CH:21]=[CH:20][CH:19]=1, predict the reactants needed to synthesize it. The reactants are: C(OC(=O)[NH:7][C@H:8]([C:23]1[NH:27][N:26]=[N:25][N:24]=1)[CH2:9][C:10]1[CH:15]=[CH:14][C:13]([C:16]2[CH:21]=[CH:20][CH:19]=[C:18]([CH3:22])[CH:17]=2)=[CH:12][CH:11]=1)(C)(C)C.[ClH:29]. (3) Given the product [CH:22]([O:25][C:26]([C@H:28]1[CH2:29][CH2:30][C@H:31]([C:34]2[CH:35]=[CH:36][C:37]([NH:40][C:41](=[O:43])[CH3:42])=[C:38]([F:21])[CH:39]=2)[CH2:32][CH2:33]1)=[O:27])([CH3:24])[CH3:23], predict the reactants needed to synthesize it. The reactants are: [B-](F)(F)(F)F.[B-](F)(F)(F)F.C1[N+]2(CCl)CC[N+]([F:21])(CC2)C1.[CH:22]([O:25][C:26]([C@H:28]1[CH2:33][CH2:32][C@H:31]([C:34]2[CH:39]=[CH:38][C:37]([NH:40][C:41](=[O:43])[CH3:42])=[CH:36][CH:35]=2)[CH2:30][CH2:29]1)=[O:27])([CH3:24])[CH3:23].C(O)(C(F)(F)F)=O. (4) Given the product [CH3:1][O:2][C:3]([C:5]1[CH:15]=[C:14]([O:16][CH2:18][CH:19]([CH3:21])[CH3:20])[C:8]2[CH2:9][C:10]([CH3:13])([CH3:12])[O:11][C:7]=2[CH:6]=1)=[O:4], predict the reactants needed to synthesize it. The reactants are: [CH3:1][O:2][C:3]([C:5]1[CH:15]=[C:14]([OH:16])[C:8]2[CH2:9][C:10]([CH3:13])([CH3:12])[O:11][C:7]=2[CH:6]=1)=[O:4].Br[CH2:18][CH:19]([CH3:21])[CH3:20].C(=O)([O-])[O-].[Cs+].[Cs+].